From a dataset of Catalyst prediction with 721,799 reactions and 888 catalyst types from USPTO. Predict which catalyst facilitates the given reaction. (1) Reactant: [CH3:1][O:2][C:3]1[CH:4]=[C:5]2[C:9](=[CH:10][CH:11]=1)[NH:8][C:7](=[O:12])[C:6]2=[O:13].[H-].[Na+].Br[C:17]1[CH:22]=[CH:21][CH:20]=[CH:19][C:18]=1[O:23][CH3:24]. Product: [CH3:24][O:23][C:18]1[CH:19]=[CH:20][CH:21]=[CH:22][C:17]=1[N:8]1[C:9]2[C:5](=[CH:4][C:3]([O:2][CH3:1])=[CH:11][CH:10]=2)[C:6](=[O:13])[C:7]1=[O:12]. The catalyst class is: 870. (2) Reactant: [NH2:1][C@H:2]([CH3:5])[CH2:3][OH:4].[CH:6](=O)[C:7]1[CH:12]=[CH:11][CH:10]=[CH:9][CH:8]=1.[BH4-].[Na+].CO. Product: [CH2:6]([NH:1][C@H:2]([CH3:5])[CH2:3][OH:4])[C:7]1[CH:12]=[CH:11][CH:10]=[CH:9][CH:8]=1. The catalyst class is: 48.